Dataset: Experimentally validated miRNA-target interactions with 360,000+ pairs, plus equal number of negative samples. Task: Binary Classification. Given a miRNA mature sequence and a target amino acid sequence, predict their likelihood of interaction. Result: 1 (interaction). The miRNA is hsa-miR-98-5p with sequence UGAGGUAGUAAGUUGUAUUGUU. The protein sequence of the target gene is MATFPCQLCGKTFLTLEKFTIHNYSHSRERPYKCVQPDCGKAFVSRYKLMRHMATHSPQKSHQCAHCEKTFNRKDHLKNHLQTHDPNKMAFGCEECGKKYNTMLGYKRHLALHAASSGDLTCGVCALELGSTEVLLDHLKAHAEEKPPSGTKEKKHQCDHCERCFYTRKDVRRHLVVHTGCKDFLCQFCAQRFGRKDHLTRHTKKTHSQELMKESLQTGDLLSTFHTISPSFQLKAAALPPFPLGASAQNGLASSLPAEVHSLTLSPPEQAAQPMQPLPESLASLHPSVSPGSPPPPLPN....